Dataset: NCI-60 drug combinations with 297,098 pairs across 59 cell lines. Task: Regression. Given two drug SMILES strings and cell line genomic features, predict the synergy score measuring deviation from expected non-interaction effect. (1) Cell line: SF-539. Drug 1: CC1=C(C=C(C=C1)C(=O)NC2=CC(=CC(=C2)C(F)(F)F)N3C=C(N=C3)C)NC4=NC=CC(=N4)C5=CN=CC=C5. Synergy scores: CSS=1.94, Synergy_ZIP=-0.678, Synergy_Bliss=-0.478, Synergy_Loewe=-0.358, Synergy_HSA=-1.39. Drug 2: C1=CN(C=N1)CC(O)(P(=O)(O)O)P(=O)(O)O. (2) Drug 1: CCC1=CC2CC(C3=C(CN(C2)C1)C4=CC=CC=C4N3)(C5=C(C=C6C(=C5)C78CCN9C7C(C=CC9)(C(C(C8N6C)(C(=O)OC)O)OC(=O)C)CC)OC)C(=O)OC.C(C(C(=O)O)O)(C(=O)O)O. Drug 2: C1C(C(OC1N2C=C(C(=O)NC2=O)F)CO)O. Cell line: DU-145. Synergy scores: CSS=72.6, Synergy_ZIP=1.67, Synergy_Bliss=1.79, Synergy_Loewe=4.93, Synergy_HSA=5.40. (3) Drug 1: C1=C(C(=O)NC(=O)N1)N(CCCl)CCCl. Drug 2: C(CC(=O)O)C(=O)CN.Cl. Cell line: PC-3. Synergy scores: CSS=20.4, Synergy_ZIP=-4.00, Synergy_Bliss=-1.64, Synergy_Loewe=-0.259, Synergy_HSA=1.46. (4) Drug 1: CCC1=C2CN3C(=CC4=C(C3=O)COC(=O)C4(CC)O)C2=NC5=C1C=C(C=C5)O. Drug 2: C#CCC(CC1=CN=C2C(=N1)C(=NC(=N2)N)N)C3=CC=C(C=C3)C(=O)NC(CCC(=O)O)C(=O)O. Cell line: HT29. Synergy scores: CSS=51.5, Synergy_ZIP=2.81, Synergy_Bliss=0.883, Synergy_Loewe=-12.1, Synergy_HSA=-0.466. (5) Drug 1: C1=NC2=C(N1)C(=S)N=CN2. Drug 2: C1=NNC2=C1C(=O)NC=N2. Cell line: NCI-H226. Synergy scores: CSS=22.4, Synergy_ZIP=-8.52, Synergy_Bliss=2.39, Synergy_Loewe=-15.6, Synergy_HSA=1.80.